Predict the product of the given reaction. From a dataset of Forward reaction prediction with 1.9M reactions from USPTO patents (1976-2016). The product is: [Cl:24][C:23]1[CH:22]=[N:21][C:20]2[NH:1][C:2]3[CH:7]=[CH:6][CH:5]=[C:4]([CH:3]=3)[CH2:8][CH2:9][CH2:10][C:11]3[CH:12]=[C:13]([NH:17][C:18]=1[N:19]=2)[CH:14]=[CH:15][CH:16]=3. Given the reactants [NH2:1][C:2]1[CH:3]=[C:4]([CH2:8][CH2:9][CH2:10][C:11]2[CH:12]=[C:13]([NH:17][C:18]3[C:23]([Cl:24])=[CH:22][N:21]=[C:20](Cl)[N:19]=3)[CH:14]=[CH:15][CH:16]=2)[CH:5]=[CH:6][CH:7]=1.Cl, predict the reaction product.